This data is from Full USPTO retrosynthesis dataset with 1.9M reactions from patents (1976-2016). The task is: Predict the reactants needed to synthesize the given product. (1) Given the product [C:1]([O:5][C:6](=[O:26])[N:7]([CH2:9][C:10]1[C:11]2[C:16]([C:17]([CH:24]=[O:25])=[C:18]3[C:23]=1[CH:22]=[CH:21][CH:20]=[CH:19]3)=[CH:15][CH:14]=[CH:13][CH:12]=2)[CH3:8])([CH3:4])([CH3:2])[CH3:3], predict the reactants needed to synthesize it. The reactants are: [C:1]([O:5][C:6](=[O:26])[N:7]([CH2:9][C:10]1[C:11]2[C:16]([C:17]([CH2:24][OH:25])=[C:18]3[C:23]=1[CH:22]=[CH:21][CH:20]=[CH:19]3)=[CH:15][CH:14]=[CH:13][CH:12]=2)[CH3:8])([CH3:4])([CH3:3])[CH3:2].S(=O)(=O)=O.N1C=CC=CC=1. (2) Given the product [CH3:24][NH:25][C:14]([C:5]1[C:6]2[C:11](=[CH:10][C:9]([O:12][CH3:13])=[CH:8][CH:7]=2)[N:3]([CH2:1][CH3:2])[C:4]=1[CH3:17])=[O:15], predict the reactants needed to synthesize it. The reactants are: [CH2:1]([N:3]1[C:11]2[C:6](=[CH:7][CH:8]=[C:9]([O:12][CH3:13])[CH:10]=2)[C:5]([C:14](O)=[O:15])=[C:4]1[CH3:17])[CH3:2].C(Cl)(=O)C(Cl)=O.[CH3:24][NH2:25]. (3) Given the product [CH3:34][C:35]1[C:39]([C:40]2[CH:49]=[C:48]3[C:43]([C:44]([NH:53][C:54]4[CH:59]=[CH:58][CH:57]=[C:56]([C:60]([O:62][CH2:63][CH3:64])=[O:61])[CH:55]=4)=[C:45]([C:50]([NH:77][CH2:76][C:72]4[CH:71]=[C:70]([CH:75]=[CH:74][CH:73]=4)[C:69]([O:68][CH3:67])=[O:78])=[O:52])[CH:46]=[N:47]3)=[CH:42][CH:41]=2)=[C:38]([CH3:65])[O:37][N:36]=1, predict the reactants needed to synthesize it. The reactants are: F[P-](F)(F)(F)(F)F.N1(O[P+](N2CCCC2)(N2CCCC2)N2CCCC2)C2C=CC=CC=2N=N1.[CH3:34][C:35]1[C:39]([C:40]2[CH:49]=[C:48]3[C:43]([C:44]([NH:53][C:54]4[CH:59]=[CH:58][CH:57]=[C:56]([C:60]([O:62][CH2:63][CH3:64])=[O:61])[CH:55]=4)=[C:45]([C:50]([OH:52])=O)[CH:46]=[N:47]3)=[CH:42][CH:41]=2)=[C:38]([CH3:65])[O:37][N:36]=1.Cl.[CH3:67][O:68][C:69](=[O:78])[C:70]1[CH:75]=[CH:74][CH:73]=[C:72]([CH2:76][NH2:77])[CH:71]=1.C(N(CC)CC)C. (4) Given the product [C:1]1(=[O:14])[C:13]2[C:5]([C:6]3[C:11]([CH:12]=2)=[CH:10][CH:9]=[CH:8][CH:7]=3)=[CH:4][CH:3]=[CH:2]1, predict the reactants needed to synthesize it. The reactants are: [CH:1]1[C:13]2[CH2:12][C:11]3[C:6](=[CH:7][CH:8]=[CH:9][CH:10]=3)[C:5]=2[CH:4]=[CH:3][CH:2]=1.[OH:14]N1C(=O)C2=CC=CC=C2C1=O.O=O. (5) Given the product [C:20]([O:24][C:25]([N:27]1[CH2:28][CH2:29][N:30]([CH2:33][CH2:34][CH2:35][NH2:36])[CH2:31][CH2:32]1)=[O:26])([CH3:23])([CH3:22])[CH3:21], predict the reactants needed to synthesize it. The reactants are: C1(P(C2C=CC=CC=2)C2C=CC=CC=2)C=CC=CC=1.[C:20]([O:24][C:25]([N:27]1[CH2:32][CH2:31][N:30]([CH2:33][CH2:34][CH2:35][N:36]=[N+]=[N-])[CH2:29][CH2:28]1)=[O:26])([CH3:23])([CH3:22])[CH3:21].C1COCC1.C(#N)C. (6) The reactants are: [CH3:1][O:2][CH:3]([O:26][CH3:27])[CH2:4][O:5][C:6]1[C:7]([CH3:25])=[C:8]([CH:18]=[CH:19][C:20]=1[S:21]([CH3:24])(=[O:23])=[O:22])[C:9]([O:11]CC(OC)OC)=[O:10].[OH-].[Na+].Cl. Given the product [CH3:27][O:26][CH:3]([O:2][CH3:1])[CH2:4][O:5][C:6]1[C:7]([CH3:25])=[C:8]([CH:18]=[CH:19][C:20]=1[S:21]([CH3:24])(=[O:23])=[O:22])[C:9]([OH:11])=[O:10], predict the reactants needed to synthesize it. (7) Given the product [Br:9][C:5]1[CH:6]=[C:7]([O:8][CH2:12][C:13]2[CH:18]=[CH:17][CH:16]=[CH:15][N:14]=2)[C:2]([NH2:1])=[N:3][CH:4]=1, predict the reactants needed to synthesize it. The reactants are: [NH2:1][C:2]1[C:7]([OH:8])=[CH:6][C:5]([Br:9])=[CH:4][N:3]=1.Cl.Cl[CH2:12][C:13]1[CH:18]=[CH:17][CH:16]=[CH:15][N:14]=1.C([O-])([O-])=O.[K+].[K+].[Na+].[I-].